Task: Predict the product of the given reaction.. Dataset: Forward reaction prediction with 1.9M reactions from USPTO patents (1976-2016) Given the reactants [C:1]1(/[C:7](/[CH2:34][CH3:35])=[C:8](\[C:24]2[CH:29]=[CH:28][C:27](/[CH:30]=[CH:31]/[C:32]#[N:33])=[CH:26][CH:25]=2)/[C:9]2[CH:10]=[C:11]3[C:15](=[CH:16][CH:17]=2)[N:14]([CH:18]2[CH2:23][CH2:22][CH2:21][CH2:20]O2)[N:13]=[CH:12]3)[CH:6]=[CH:5][CH:4]=[CH:3][CH:2]=1.Cl.[NH2:37][OH:38].C(N(CC)CC)C.[OH2:46], predict the reaction product. The product is: [OH:38]/[N:37]=[C:32](\[NH2:33])/[CH:31]=[CH:30]/[C:27]1[CH:28]=[CH:29][C:24](/[C:8](/[C:9]2[CH:10]=[C:11]3[C:15](=[CH:16][CH:17]=2)[N:14]([CH:18]2[CH2:23][CH2:22][CH2:21][CH2:20][O:46]2)[N:13]=[CH:12]3)=[C:7](\[C:1]2[CH:6]=[CH:5][CH:4]=[CH:3][CH:2]=2)/[CH2:34][CH3:35])=[CH:25][CH:26]=1.